From a dataset of Forward reaction prediction with 1.9M reactions from USPTO patents (1976-2016). Predict the product of the given reaction. (1) Given the reactants I(Cl)(=O)=O.I([Cl:8])(=O)=O.C([N+](C)(C)C)C1C=CC=CC=1.[C:20]([C:23]1[C:28]2[O:29][CH2:30][C:31](=[O:33])[NH:32][C:27]=2[C:26]([O:34][CH2:35][C:36]2[CH:41]=[CH:40][CH:39]=[CH:38][CH:37]=2)=[CH:25][CH:24]=1)(=[O:22])[CH3:21].C(O)(=O)C.S(=O)(O)[O-].[Na+], predict the reaction product. The product is: [CH2:35]([O:34][C:26]1[C:27]2[NH:32][C:31](=[O:33])[CH2:30][O:29][C:28]=2[C:23]([C:20](=[O:22])[CH2:21][Cl:8])=[CH:24][CH:25]=1)[C:36]1[CH:41]=[CH:40][CH:39]=[CH:38][CH:37]=1. (2) Given the reactants [NH2:1][CH:2]1[CH2:7][CH2:6][CH:5]([N:8]2[C:12]3[CH:13]=[CH:14][C:15]([CH3:17])=[CH:16][C:11]=3[N:10]=[C:9]2[C:18]([OH:21])([CH3:20])[CH3:19])[CH2:4][CH2:3]1.[F:22][C:23]1[CH:24]=[C:25]2[C:29](=[CH:30][CH:31]=1)[CH2:28][CH:27]([CH:32]=O)[CH2:26]2, predict the reaction product. The product is: [F:22][C:23]1[CH:24]=[C:25]2[C:29](=[CH:30][CH:31]=1)[CH2:28][CH:27]([CH2:32][NH:1][C@@H:2]1[CH2:3][CH2:4][C@H:5]([N:8]3[C:12]4[CH:13]=[CH:14][C:15]([CH3:17])=[CH:16][C:11]=4[N:10]=[C:9]3[C:18]([OH:21])([CH3:19])[CH3:20])[CH2:6][CH2:7]1)[CH2:26]2. (3) Given the reactants [CH2:1]([CH:3]([CH2:19][CH3:20])[CH2:4][NH:5][C:6](=[O:18])[CH2:7][N:8]1[CH:13]=[CH:12][CH:11]=[C:10]([N+:14]([O-])=O)[C:9]1=[O:17])[CH3:2], predict the reaction product. The product is: [NH2:14][C:10]1[C:9](=[O:17])[N:8]([CH2:7][C:6]([NH:5][CH2:4][CH:3]([CH2:19][CH3:20])[CH2:1][CH3:2])=[O:18])[CH:13]=[CH:12][CH:11]=1. (4) Given the reactants [C:1]1([CH2:7][NH:8][C:9]([CH:11]([C:17]([O:19]CC)=O)[C:12]([O:14][CH2:15][CH3:16])=[O:13])=[O:10])[CH:6]=[CH:5][CH:4]=[CH:3][CH:2]=1.[H-].[Na+].[Cl:24][C:25]1[CH:30]=[CH:29][C:28]([N:31]=[C:32]=[S:33])=[CH:27][CH:26]=1, predict the reaction product. The product is: [Cl:24][C:25]1[CH:30]=[CH:29][C:28]([N:31]2[C:17]([OH:19])=[C:11]([C:12]([O:14][CH2:15][CH3:16])=[O:13])[C:9](=[O:10])[N:8]([CH2:7][C:1]3[CH:2]=[CH:3][CH:4]=[CH:5][CH:6]=3)[C:32]2=[S:33])=[CH:27][CH:26]=1. (5) The product is: [Br:18][C:5]1[CH:4]=[C:3]2[C:2]3([N:1]=[C:22]([NH2:23])[CH2:21][O:20][CH2:19]3)[C:15]3[C:10](=[N:11][CH:12]=[C:13]([Cl:16])[CH:14]=3)[O:9][C:8]2=[CH:7][C:6]=1[F:17]. Given the reactants [NH2:1][C:2]1([CH2:19][O:20][CH2:21][C:22]#[N:23])[C:15]2[C:10](=[N:11][CH:12]=[C:13]([Cl:16])[CH:14]=2)[O:9][C:8]2[C:3]1=[CH:4][C:5]([Br:18])=[C:6]([F:17])[CH:7]=2.C[Al](C)C, predict the reaction product. (6) Given the reactants [C:1]([C:4]1[CH:9]=[CH:8][C:7]([CH2:10][CH2:11][C:12]([O:14][C:15]([CH3:18])([CH3:17])[CH3:16])=[O:13])=[CH:6][C:5]=1[Cl:19])(=[NH:3])[NH2:2].[Cl:20][C:21]1[C:22]2[N:23]([CH:31]=[C:32]([C:34](O)=[O:35])[N:33]=2)[CH:24]=[C:25]([C:27]([F:30])([F:29])[F:28])[CH:26]=1.CCN=C=NCCCN(C)C.Cl.C1C=CC2N(O)N=NC=2C=1, predict the reaction product. The product is: [Cl:19][C:5]1[CH:6]=[C:7]([CH2:10][CH2:11][C:12]([O:14][C:15]([CH3:16])([CH3:18])[CH3:17])=[O:13])[CH:8]=[CH:9][C:4]=1[C:1]1[N:2]=[C:34]([C:32]2[N:33]=[C:22]3[C:21]([Cl:20])=[CH:26][C:25]([C:27]([F:30])([F:29])[F:28])=[CH:24][N:23]3[CH:31]=2)[O:35][N:3]=1.